Dataset: Full USPTO retrosynthesis dataset with 1.9M reactions from patents (1976-2016). Task: Predict the reactants needed to synthesize the given product. (1) The reactants are: Cl[C:2]1[N:7]=[C:6]([O:8][CH3:9])[C:5]([N+:10]([O-:12])=[O:11])=[C:4]([NH2:13])[CH:3]=1.C([O-])([O-])=O.[Cs+].[Cs+].[Cl:20][C:21]1[CH:26]=[CH:25][CH:24]=[CH:23][C:22]=1B(O)O.C(Cl)Cl. Given the product [Cl:20][C:21]1[CH:26]=[CH:25][CH:24]=[CH:23][C:22]=1[C:2]1[N:7]=[C:6]([O:8][CH3:9])[C:5]([N+:10]([O-:12])=[O:11])=[C:4]([NH2:13])[CH:3]=1, predict the reactants needed to synthesize it. (2) Given the product [ClH:18].[Br:1][C:2]1[CH:7]=[CH:6][CH:5]=[CH:4][C:3]=1[NH:8][C:9]([NH:11][C:12]1[CH:17]=[CH:16][C:15]([Cl:18])=[C:14]([S:19]([NH:22][CH2:23][CH:24]2[CH2:29][CH2:28][NH:27][CH2:26][CH2:25]2)(=[O:20])=[O:21])[C:13]=1[OH:37])=[O:10], predict the reactants needed to synthesize it. The reactants are: [Br:1][C:2]1[CH:7]=[CH:6][CH:5]=[CH:4][C:3]=1[NH:8][C:9]([NH:11][C:12]1[CH:17]=[CH:16][C:15]([Cl:18])=[C:14]([S:19]([NH:22][CH2:23][CH:24]2[CH2:29][CH2:28][N:27](C(OC(C)(C)C)=O)[CH2:26][CH2:25]2)(=[O:21])=[O:20])[C:13]=1[OH:37])=[O:10]. (3) Given the product [C:5]([NH:8][C:9]1[CH:10]=[C:11]2[C:16](=[CH:17][CH:18]=1)[O:15][CH:14]([CH2:19][C:20]([O:22][CH2:26][CH3:27])=[O:21])[CH2:13][CH2:12]2)(=[O:7])[CH3:6], predict the reactants needed to synthesize it. The reactants are: S(Cl)(Cl)=O.[C:5]([NH:8][C:9]1[CH:10]=[C:11]2[C:16](=[CH:17][CH:18]=1)[O:15][CH:14]([CH2:19][C:20]([OH:22])=[O:21])[CH2:13][CH2:12]2)(=[O:7])[CH3:6].N.[Cl-].[NH4+].[CH2:26](O)[CH3:27]. (4) Given the product [CH3:17][N:14]1[CH2:15][CH2:16][C:11]2([CH2:10][C:9](=[O:28])[C:8]3[C:25](=[CH:26][CH:27]=[C:6]([Br:47])[CH:7]=3)[O:24]2)[CH2:12][CH2:13]1, predict the reactants needed to synthesize it. The reactants are: COC(=O)/C=C/[C:6]1[CH:7]=[C:8]2[C:25](=[CH:26][CH:27]=1)[O:24][C:11]1([CH2:16][CH2:15][N:14]([C:17](OC(C)(C)C)=O)[CH2:13][CH2:12]1)[CH2:10][C:9]2=[O:28].CN1CCC(=O)CC1.CC(C1C=C([Br:47])C=CC=1O)=O. (5) Given the product [CH2:1]([O:8][C:9]1[CH:14]=[CH:13][N:12]([CH2:15][CH2:16][C:17]2[CH:18]=[C:19]3[C:24](=[CH:25][CH:26]=2)[CH2:23][N:22]([CH3:30])[CH2:21][CH2:20]3)[C:11](=[O:27])[CH:10]=1)[C:2]1[CH:3]=[CH:4][CH:5]=[CH:6][CH:7]=1, predict the reactants needed to synthesize it. The reactants are: [CH2:1]([O:8][C:9]1[CH:14]=[CH:13][N:12]([CH2:15][CH2:16][C:17]2[CH:18]=[C:19]3[C:24](=[CH:25][CH:26]=2)[CH2:23][NH:22][CH2:21][CH2:20]3)[C:11](=[O:27])[CH:10]=1)[C:2]1[CH:7]=[CH:6][CH:5]=[CH:4][CH:3]=1.C=O.[C:30](O[BH-](OC(=O)C)OC(=O)C)(=O)C.[Na+].C([O-])([O-])=O.[Na+].[Na+]. (6) The reactants are: [Br:1][C:2]1[C:3]([O:18][C:19]2[CH:24]=[CH:23][C:22]([C:25]([O:27][C:28]([CH3:31])([CH3:30])[CH3:29])=[O:26])=[CH:21][C:20]=2[N+:32]([O-])=O)=[C:4]([Cl:17])[CH:5]=[C:6]2[C:11]=1[O:10][CH2:9][CH2:8][CH:7]2[C:12]([O:14][CH2:15][CH3:16])=[O:13].[Cl-].[NH4+]. Given the product [NH2:32][C:20]1[CH:21]=[C:22]([C:25]([O:27][C:28]([CH3:29])([CH3:31])[CH3:30])=[O:26])[CH:23]=[CH:24][C:19]=1[O:18][C:3]1[C:2]([Br:1])=[C:11]2[C:6]([CH:7]([C:12]([O:14][CH2:15][CH3:16])=[O:13])[CH2:8][CH2:9][O:10]2)=[CH:5][C:4]=1[Cl:17], predict the reactants needed to synthesize it.